Dataset: Forward reaction prediction with 1.9M reactions from USPTO patents (1976-2016). Task: Predict the product of the given reaction. Given the reactants [CH:1]([NH:4][C:5]1[CH:6]=[C:7]([CH:43]=[CH:44][CH:45]=1)[CH2:8][O:9][CH:10]1[CH:15]([C:16]2[CH:21]=[CH:20][C:19]([O:22][CH2:23][CH2:24][CH2:25][O:26][CH2:27][C:28]3[CH:33]=[CH:32][CH:31]=[CH:30][C:29]=3[O:34][CH3:35])=[CH:18][CH:17]=2)[CH2:14][CH2:13][N:12](C(OC(C)(C)C)=O)[CH2:11]1)([CH3:3])[CH3:2].[CH3:46][O:47][CH2:48][CH2:49][C:50](Cl)=[O:51], predict the reaction product. The product is: [CH:1]([N:4]([C:5]1[CH:45]=[CH:44][CH:43]=[C:7]([CH2:8][O:9][CH:10]2[CH:15]([C:16]3[CH:17]=[CH:18][C:19]([O:22][CH2:23][CH2:24][CH2:25][O:26][CH2:27][C:28]4[CH:33]=[CH:32][CH:31]=[CH:30][C:29]=4[O:34][CH3:35])=[CH:20][CH:21]=3)[CH2:14][CH2:13][NH:12][CH2:11]2)[CH:6]=1)[C:50](=[O:51])[CH2:49][CH2:48][O:47][CH3:46])([CH3:2])[CH3:3].